Dataset: Catalyst prediction with 721,799 reactions and 888 catalyst types from USPTO. Task: Predict which catalyst facilitates the given reaction. (1) Reactant: [2H][C:2]1[C:7]([2H])=[C:6]([NH2:9])[C:5]([NH2:10])=[C:4]([2H])[C:3]=1[2H].[Cl:13][C:14]([Cl:20])([Cl:19])[C:15](=N)OC. Product: [Cl:13][C:14]([Cl:20])([Cl:19])[C:15]1[NH:10][C:5]2[CH:4]=[CH:3][CH:2]=[CH:7][C:6]=2[N:9]=1. The catalyst class is: 15. (2) Reactant: [NH:1]1[C:9]2[C:4](=[CH:5][CH:6]=[CH:7][CH:8]=2)[C:3](=O)[C:2]1=[O:11].[F:12][C:13]1[CH:14]=[C:15]([C:20](=O)[CH3:21])[CH:16]=[CH:17][C:18]=1[F:19].[OH-:23].[K+]. The catalyst class is: 12. Product: [F:12][C:13]1[CH:14]=[C:15]([C:20]2[CH:21]=[C:3]([C:2]([OH:11])=[O:23])[C:4]3[C:9](=[CH:8][CH:7]=[CH:6][CH:5]=3)[N:1]=2)[CH:16]=[CH:17][C:18]=1[F:19]. (3) Reactant: Br[CH2:2][CH2:3][CH2:4][CH2:5][N:6]1C(=O)C2C(=CC=CC=2)C1=O.[NH:17]1[CH2:22][CH2:21][O:20][CH2:19][CH2:18]1.C(N(CC)CC)C.O.NN. Product: [N:17]1([CH2:2][CH2:3][CH2:4][CH2:5][NH2:6])[CH2:22][CH2:21][O:20][CH2:19][CH2:18]1. The catalyst class is: 8. (4) Product: [OH:27][C:21]12[C:15]3[C:16](=[CH:17][CH:12]=[CH:13][CH:14]=3)[C:18](=[O:19])[C:20]1([OH:24])[C:2]1[CH:3]=[C:4]([C:5]([O:7][CH3:8])=[O:6])[CH:9]=[CH:10][C:11]=1[O:22]2. Reactant: O[C:2]1[CH:3]=[C:4]([CH:9]=[CH:10][CH:11]=1)[C:5]([O:7][CH3:8])=[O:6].[CH:12]1[CH:17]=[C:16]2[C:18]([C:20]([OH:24])(O)[C:21](=[O:22])[C:15]2=[CH:14][CH:13]=1)=[O:19].C(O)(=[O:27])C. The catalyst class is: 413. (5) The catalyst class is: 120. Product: [O:1]1[C:2]([C:10]([Cl:16])=[O:12])=[CH:3][C:4]2[CH:9]=[CH:8][CH:7]=[CH:6][C:5]1=2. Reactant: [O:1]1[C:5]2[CH:6]=[CH:7][CH:8]=[CH:9][C:4]=2[CH:3]=[C:2]1[C:10]([OH:12])=O.C(Cl)(=O)C([Cl:16])=O. (6) Reactant: [N:1]([CH:4]1[CH2:8][N:7]([C:9]([O:11][C:12]([CH3:15])([CH3:14])[CH3:13])=[O:10])[CH2:6][C:5]1([F:17])[F:16])=[N+]=[N-]. Product: [NH2:1][CH:4]1[CH2:8][N:7]([C:9]([O:11][C:12]([CH3:13])([CH3:15])[CH3:14])=[O:10])[CH2:6][C:5]1([F:17])[F:16]. The catalyst class is: 29. (7) Reactant: [BH4-].[Na+].[N:3]1[C:12]2[C:7](=[CH:8][CH:9]=[CH:10][CH:11]=2)[CH:6]=[C:5]([CH:13]=[O:14])[CH:4]=1. Product: [N:3]1[C:12]2[C:7](=[CH:8][CH:9]=[CH:10][CH:11]=2)[CH:6]=[C:5]([CH2:13][OH:14])[CH:4]=1. The catalyst class is: 5.